From a dataset of Reaction yield outcomes from USPTO patents with 853,638 reactions. Predict the reaction yield, written as a fraction of the theoretical maximum amount of product (1.0 means a 100% yield; for example, 0.34 means a 34% yield). (1) The reactants are [NH:1]1[C:9]2[C:4](=[CH:5][C:6]([C:10]#[N:11])=[CH:7][CH:8]=2)[CH:3]=[CH:2]1.[OH-].[K+].[I:14]I.S(=O)(O)[O-].[Na+]. The catalyst is CN(C=O)C. The product is [I:14][C:3]1[C:4]2[C:9](=[CH:8][CH:7]=[C:6]([C:10]#[N:11])[CH:5]=2)[NH:1][CH:2]=1. The yield is 0.945. (2) The reactants are [OH-].[Na+].[CH3:3][CH2:4][O:5][C:6]([C:8]1[C@H:13]([C:14]2[C:19]([Cl:20])=[CH:18][CH:17]=[CH:16][CH:15]=2)[C:12]([C:21]([O:23][CH3:24])=[O:22])=[C:11]([CH3:25])[NH:10][C:9]=1[CH2:26][O:27][CH2:28][CH2:29][NH2:30])=[O:7].C([C@H]([C@@H](C([O-])=O)O)O)([O-])=O. The catalyst is ClCCl. The product is [CH3:3][CH2:4][O:5][C:6]([C:8]1[C@H:13]([C:14]2[C:19]([Cl:20])=[CH:18][CH:17]=[CH:16][CH:15]=2)[C:12]([C:21]([O:23][CH3:24])=[O:22])=[C:11]([CH3:25])[NH:10][C:9]=1[CH2:26][O:27][CH2:28][CH2:29][NH2:30])=[O:7]. The yield is 0.520. (3) The reactants are [CH3:1][C:2]1[CH:7]=[CH:6][C:5]([N+:8]([O-])=O)=[CH:4][C:3]=1[C:11]1[CH:15]=[CH:14][O:13][CH:12]=1. The catalyst is CO.[Pd]. The product is [CH3:1][C:2]1[CH:7]=[CH:6][C:5]([NH2:8])=[CH:4][C:3]=1[CH:11]1[CH2:15][CH2:14][O:13][CH2:12]1. The yield is 0.980. (4) The reactants are [F:1][C:2]([F:17])([F:16])[C:3]1[CH:8]=[CH:7][C:6]([N:9]2[CH:13]=[CH:12][C:11]([CH:14]=O)=[CH:10]2)=[CH:5][CH:4]=1.[NH:18]1[CH2:23][CH2:22][CH:21]([NH:24][C:25](=[O:31])[O:26][C:27]([CH3:30])([CH3:29])[CH3:28])[CH2:20][CH2:19]1.[BH-](OC(C)=O)(OC(C)=O)OC(C)=O.[Na+]. The catalyst is C(Cl)Cl. The product is [C:27]([O:26][C:25](=[O:31])[NH:24][CH:21]1[CH2:22][CH2:23][N:18]([CH2:14][C:11]2[CH:12]=[CH:13][N:9]([C:6]3[CH:7]=[CH:8][C:3]([C:2]([F:17])([F:16])[F:1])=[CH:4][CH:5]=3)[CH:10]=2)[CH2:19][CH2:20]1)([CH3:30])([CH3:28])[CH3:29]. The yield is 0.850. (5) The reactants are CN(C)C=O.[CH3:6][O:7][C:8]1[CH:9]=[C:10]2[C:15](=[CH:16][C:17]=1[OH:18])[N:14]=[CH:13][CH:12]=[C:11]2[O:19][C:20]1[C:21]([CH3:30])=[N:22][C:23]2[C:28]([CH:29]=1)=[CH:27][CH:26]=[CH:25][CH:24]=2.C(=O)([O-])[O-].[K+].[K+].[CH2:37]([C@H:39]1[O:41][CH2:40]1)Cl. The catalyst is O. The product is [CH3:6][O:7][C:8]1[CH:9]=[C:10]2[C:15](=[CH:16][C:17]=1[O:18][CH2:37][C@@H:39]1[CH2:40][O:41]1)[N:14]=[CH:13][CH:12]=[C:11]2[O:19][C:20]1[C:21]([CH3:30])=[N:22][C:23]2[C:28]([CH:29]=1)=[CH:27][CH:26]=[CH:25][CH:24]=2. The yield is 0.540. (6) The reactants are C(NC1C=CC(C2C=C3C(=CC=2)C(=O)N([C@@H](C(C)C)C(O)=O)C3)=CC=1)(=O)C1C=CC=CC=1.[CH3:33][CH:34]([CH3:69])[C@H:35]([N:40]1[CH2:48][C:47]2[C:42](=[CH:43][CH:44]=[C:45]([C:49]3[CH:54]=[CH:53][C:52]([NH:55][C:56](=[O:67])[C:57]4[CH:62]=[CH:61][C:60]([C:63]([F:66])([F:65])[F:64])=[CH:59][CH:58]=4)=[CH:51][CH:50]=3)[CH:46]=2)[C:41]1=[O:68])[C:36]([O:38]C)=[O:37]. No catalyst specified. The product is [CH3:33][CH:34]([CH3:69])[C@H:35]([N:40]1[CH2:48][C:47]2[C:42](=[CH:43][CH:44]=[C:45]([C:49]3[CH:50]=[CH:51][C:52]([NH:55][C:56](=[O:67])[C:57]4[CH:62]=[CH:61][C:60]([C:63]([F:66])([F:64])[F:65])=[CH:59][CH:58]=4)=[CH:53][CH:54]=3)[CH:46]=2)[C:41]1=[O:68])[C:36]([OH:38])=[O:37]. The yield is 0.950. (7) The reactants are [BH3:1].[PH3:2].[CH2:3]1[CH2:12][C@H:11]2N(C[C@H:8]3[C@@H:15]4[CH2:16][CH2:17][CH2:18][CH2:19]N4C[C@@H:10]2[CH2:9]3)CC1.[Li][CH:21]([CH2:23]C)[CH3:22].[Li]C(CC)C.C1[CH2:39][C@H:38]2N(C[C@@H]3[C@@H]4CCCCN4[CH2:40][C@H:37]2[CH2:36]3)CC1.C(Br)C1C=CC=CC=1.CC[O:57][CH2:58][CH3:59]. No catalyst specified. The product is [BH3:1].[CH2:15]([C@H:16]1[CH2:17][CH2:18][CH2:19][P:2]1[O:57][CH:58]1[CH:59]([CH:21]([CH3:23])[CH3:22])[CH2:39][CH2:38][C@H:37]([CH3:36])[CH2:40]1)[C:8]1[CH:9]=[CH:10][CH:11]=[CH:12][CH:3]=1. The yield is 0.770. (8) No catalyst specified. The reactants are C([N:3]1[CH2:8][CH2:7][O:6][CH2:5][CH:4]1[C:9](O)=O)=O.C(OC(=O)C)(=O)C.[C:19]([O:23][CH2:24][CH3:25])(=[O:22])[C:20]#[CH:21]. The product is [CH2:24]([O:23][C:19]([C:20]1[CH:9]=[CH:4][N:3]2[CH2:8][CH2:7][O:6][CH2:5][C:21]=12)=[O:22])[CH3:25]. The yield is 0.370. (9) The reactants are [CH3:1][S:2](Cl)(=[O:4])=[O:3].[CH2:6]1[O:15][C:9]2([CH2:14][CH2:13][NH:12][CH2:11][CH2:10]2)[O:8][CH2:7]1.C(N(CC)CC)C. The catalyst is CCOCC. The product is [CH2:6]1[O:15][C:9]2([CH2:14][CH2:13][N:12]([S:2]([CH3:1])(=[O:4])=[O:3])[CH2:11][CH2:10]2)[O:8][CH2:7]1. The yield is 0.950. (10) The reactants are [H-].[H-].[H-].[H-].[Li+].[Al+3].[CH3:7][C@@H:8]([N:15]1[CH2:21][C:20](=[O:22])[C:17]2([CH2:19][CH2:18]2)[C:16]1=O)[C:9]1[CH:14]=[CH:13][CH:12]=[CH:11][CH:10]=1.CCOC(C)=O.O. The catalyst is C1COCC1. The product is [CH3:7][C@@H:8]([N:15]1[CH2:21][CH:20]([OH:22])[C:17]2([CH2:18][CH2:19]2)[CH2:16]1)[C:9]1[CH:10]=[CH:11][CH:12]=[CH:13][CH:14]=1. The yield is 0.850.